This data is from Peptide-MHC class I binding affinity with 185,985 pairs from IEDB/IMGT. The task is: Regression. Given a peptide amino acid sequence and an MHC pseudo amino acid sequence, predict their binding affinity value. This is MHC class I binding data. The binding affinity (normalized) is 0.0922. The peptide sequence is TFAEGVVAF. The MHC is HLA-B15:01 with pseudo-sequence HLA-B15:01.